From a dataset of Drug-target binding data from BindingDB using IC50 measurements. Regression. Given a target protein amino acid sequence and a drug SMILES string, predict the binding affinity score between them. We predict pIC50 (pIC50 = -log10(IC50 in M); higher means more potent). Dataset: bindingdb_ic50. (1) The target protein (P28340) has sequence MDGKRRPGPGPGVPPKRARGGLWDDDDAPRPSQFEEDLALMEEMEAEHRLQEQEEEELQSVLEGVADGQVPPSAIDPRWLRPTPPALDPQTEPLIFQQLEIDHYVGPAQPVPGGPPPSRGSVPVLRAFGVTDEGFSVCCHIHGFAPYFYTPAPPGFGPEHMGDLQRELNLAISRDSRGGRELTGPAVLAVELCSRESMFGYHGHGPSPFLRITVALPRLVAPARRLLEQGIRVAGLGTPSFAPYEANVDFEIRFMVDTDIVGCNWLELPAGKYALRLKEKATQCQLEADVLWSDVVSHPPEGPWQRIAPLRVLSFDIECAGRKGIFPEPERDPVIQICSLGLRWGEPEPFLRLALTLRPCAPILGAKVQSYEKEEDLLQAWSTFIRIMDPDVITGYNIQNFDLPYLISRAQTLKVQTFPFLGRVAGLCSNIRDSSFQSKQTGRRDTKVVSMVGRVQMDMLQVLLREYKLRSYTLNAVSFHFLGEQKEDVQHSIITDLQNG.... The small molecule is Cc1cc(O)cc(O)c1C(=O)O[C@H]1[C@@H]2COC(/C=C/CO)=CC2=CC(=O)[C@@]1(C)O. The pIC50 is 4.0. (2) The pIC50 is 4.1. The compound is CC(C)n1cnc2c(NCc3ccc(N)cc3)nc(NCCCCC(=O)C3CSC(=O)N3)nc21. The target protein (P49891) has sequence METSMPEYYEVFGEFRGVLMDKRFTKYWEDVEMFLARPDDLVIATYPKSGTTWISEVVYMIYKEGDVEKCKEDAIFNRIPYLECRNEDLINGIKQLKEKESPRIVKTHLPPKLLPASFWEKNCKMIYLCRNAKDVAVSYYYFLLMITSYPNPKSFSEFVEKFMQGQVPYGSWYDHVKAWWEKSKNSRVLFMFYEDMKEDIRREVVKLIEFLERKPSAELVDRIIQHTSFQEMKNNPSTNYTMMPEEMMNQKVSPFMRKGIIGDWKNHFPEALRERFDEHYKQQMKDCTVKFRMEL. (3) The target protein (P51661) has sequence MERWPWPSGGAWLLVAARALLQLLRSDLRLGRPLLAALALLAALDWLCQRLLPPPAALVVLAGAGWIALSRLARPPRLPVATRAVLITGCDTGFGKETAKKLDAMGFTVLATVLDLNSPGALELRDLCSPRLKLLQMDLTKAEDISRVLEITKAHTASTGLWGLVNNAGLNIVVADVELSPVATFRKCMEVNFFGALELTKGLLPLLRHSRGRIVTVGSPAGDMPYPCLAAYGTSKAAIALLMDTFGCELLPWGIKVSIIKPGCFKTDAVTNVNLWEKRKQLLLANIPRELLQAYGEDYIEHVHGQFLNSLRMALPDLSPVVDAIIDALLAAQPRSRYYPGRGLGLMYFIHHYLPEGLRRCFLQNFFINHLLPRALRPGQHGPAPA. The compound is Cn1c(-c2ccccc2C(F)(F)F)nnc1C12CCC(CCS(=O)(=O)c3ccccc3)(CC1)CC2. The pIC50 is 5.4. (4) The small molecule is COc1ccc(C(=O)c2cccc(OC)c2OC)cc1OC. The pIC50 is 2.9. The target protein (P27169) has sequence MAKLIALTLLGMGLALFRNHQSSYQTRLNALREVQPVELPNCNLVKGIETGSEDLEILPNGLAFISSGLKYPGIKSFNPNSPGKILLMDLNEEDPTVLELGITGSKFDVSSFNPHGISTFTDEDNAMYLLVVNHPDAKSTVELFKFQEEEKSLLHLKTIRHKLLPNLNDIVAVGPEHFYGTNDHYFLDPYLQSWEMYLGLAWSYVVYYSPSEVRVVAEGFDFANGINISPDGKYVYIAELLAHKIHVYEKHANWTLTPLKSLDFNTLVDNISVDPETGDLWVGCHPNGMKIFFYDSENPPASEVLRIQNILTEEPKVTQVYAENGTVLQGSTVASVYKGKLLIGTVFHKALYCEL. (5) The compound is O=C(O)[C@H]1/C(=C/CO)O[C@@H]2CC(=O)N21. The target protein sequence is MSRTGRLSVFFSAIFPLLTLTNMAEAASQPPQVTVDKLKRLENDFGGRIGVYAIDTGSNKTFGYRANERFPLCSSFKGFLAAAVLSKSQQQEGLLNQRIRYDNRVMEPHSPVTEKQITTGMTVAELSAATLQYSDNGAANLLLEKLIGGPEGMTSFMRSIGDNVFRLDRWELELNSAIPGDDRDTSTPKAVAESMQKLAFGNVLGLTERHQLMDWFKGNTTGGARIRASVPANWVVGDKTGTCGVYGTANDYAVIWPVGHAPIVLAVYTSKPDKNSKHSDAVIADASRIVLESFNIDALRMATGKSIGF. The pIC50 is 4.1. (6) The drug is CC(=O)Nc1cc(-c2cnc(Cl)c(NS(=O)(=O)c3c(Cl)cccc3Cl)c2C)ccn1. The target protein (Q8NEB9) has sequence MGEAEKFHYIYSCDLDINVQLKIGSLEGKREQKSYKAVLEDPMLKFSGLYQETCSDLYVTCQVFAEGKPLALPVRTSYKAFSTRWNWNEWLKLPVKYPDLPRNAQVALTIWDVYGPGKAVPVGGTTVSLFGKYGMFRQGMHDLKVWPNVEADGSEPTKTPGRTSSTLSEDQMSRLAKLTKAHRQGHMVKVDWLDRLTFREIEMINESEKRSSNFMYLMVEFRCVKCDDKEYGIVYYEKDGDESSPILTSFELVKVPDPQMSMENLVESKHHKLARSLRSGPSDHDLKPNAATRDQLNIIVSYPPTKQLTYEEQDLVWKFRYYLTNQEKALTKFLKCVNWDLPQEAKQALELLGKWKPMDVEDSLELLSSHYTNPTVRRYAVARLRQADDEDLLMYLLQLVQALKYENFDDIKNGLEPTKKDSQSSVSENVSNSGINSAEIDSSQIITSPLPSVSSPPPASKTKEVPDGENLEQDLCTFLISRACKNSTLANYLYWYVIVE.... The pIC50 is 7.5. (7) The small molecule is COC(=O)c1cccc(Oc2cccc(-c3c(Cc4ccccc4)cnc4c(C(F)(F)F)cccc34)c2)c1. The pIC50 is 6.6. The target protein sequence is SSPPQILPQLSPEQLGMIEKLVAAQQQCNRRSFSDRLRVTPWPMAPDPHSREARQQRFAHFTELAIVSVQEIVDFAKQLPGFLQLSREDQIALLKTSAIEVMLLETSRRYNPGSESITFLKDFSYNREDFAKAGLQVEFINPIFEFSRAMNELQLNDAEFALLIAISIFSADRPNVQDQLQVERLQHTYVEALHAYVSIHHPHDRLMFPRMLMKLVSLRTLSSVHSEQVFALRLQDKKLPPLLSEIWDVHE.